Task: Predict the product of the given reaction.. Dataset: Forward reaction prediction with 1.9M reactions from USPTO patents (1976-2016) (1) Given the reactants [NH2:1][C:2]1[CH:3]=[C:4]([F:23])[CH:5]=[C:6]2[C:11]=1[N:10]=[CH:9][C:8]([C:12](=[O:22])[N:13]([CH2:15][C:16]1[CH:21]=[CH:20][CH:19]=[CH:18][CH:17]=1)[CH3:14])=[CH:7]2.C([O:26][CH:27]=[C:28]([C:34](OCC)=O)[C:29]([O:31][CH2:32][CH3:33])=[O:30])C, predict the reaction product. The product is: [CH2:32]([O:31][C:29]([CH:28]1[C:27](=[O:26])[C:3]2[C:2](=[C:11]3[C:6](=[CH:5][C:4]=2[F:23])[CH:7]=[C:8]([C:12](=[O:22])[N:13]([CH2:15][C:16]2[CH:17]=[CH:18][CH:19]=[CH:20][CH:21]=2)[CH3:14])[CH:9]=[N:10]3)[N:1]=[CH:34]1)=[O:30])[CH3:33]. (2) Given the reactants [F:1][C:2]([F:29])([F:28])[CH2:3][CH2:4][O:5][C:6]([N:8]1[CH2:13][CH2:12][N:11]([C:14](=[O:27])[CH2:15][NH:16]C(OCC2C=CC=CC=2)=O)[CH2:10][CH2:9]1)=[O:7], predict the reaction product. The product is: [F:29][C:2]([F:1])([F:28])[CH2:3][CH2:4][O:5][C:6]([N:8]1[CH2:13][CH2:12][N:11]([C:14](=[O:27])[CH2:15][NH2:16])[CH2:10][CH2:9]1)=[O:7]. (3) Given the reactants [F:1][C:2]([F:31])([F:30])[CH:3]([C:24]1[CH:25]=[N:26][CH:27]=[CH:28][CH:29]=1)[O:4][N:5]1[C:14]2[C:9](=[CH:10][CH:11]=[CH:12][CH:13]=2)[N:8]=[CH:7][CH:6]1[NH:15][S:16]([CH2:19][CH2:20][C:21]([O-:23])=[O:22])(=[O:18])=[O:17].[OH-].[Na+].Cl, predict the reaction product. The product is: [F:31][C:2]([F:1])([F:30])[CH:3]([C:24]1[CH:25]=[N:26][CH:27]=[CH:28][CH:29]=1)[O:4][N:5]1[C:14]2[C:9](=[CH:10][CH:11]=[CH:12][CH:13]=2)[N:8]=[CH:7][CH:6]1[NH:15][S:16]([CH2:19][CH2:20][C:21]([OH:23])=[O:22])(=[O:18])=[O:17]. (4) Given the reactants S(O)(O)(=O)=O.[CH2:6]([CH:8]([N:11]1[C:15]([NH2:16])=[C:14]([NH2:17])[C:13]([CH3:18])=[N:12]1)[CH2:9][CH3:10])[CH3:7].O=[C:20]([CH2:24][CH3:25])[C:21](O)=[O:22].O.[Cl-].COC1N=C(OC)N=C([N+]2(C)CCOCC2)N=1.O, predict the reaction product. The product is: [CH2:24]([C:20]1[N:16]=[C:15]2[N:11]([CH:8]([CH2:9][CH3:10])[CH2:6][CH3:7])[N:12]=[C:13]([CH3:18])[C:14]2=[N:17][C:21]=1[OH:22])[CH3:25].